The task is: Binary Classification. Given a drug SMILES string, predict its activity (active/inactive) in a high-throughput screening assay against a specified biological target.. This data is from HIV replication inhibition screening data with 41,000+ compounds from the AIDS Antiviral Screen. (1) The drug is NCC(=O)NC1(C(=O)O)CCCC1. The result is 0 (inactive). (2) The molecule is CC(=O)C(=Cc1cccc(C#N)c1)C(=O)c1ccccc1. The result is 0 (inactive). (3) The drug is COC1=NS(=O)(=O)C2CCCCCCC2O1. The result is 0 (inactive). (4) The compound is O=S(=O)(O)c1cccc(N=Nc2cc(S(=O)(=O)O)c3cccnc3c2O)c1.[NaH]. The result is 0 (inactive). (5) The compound is C=C=C(CC(CC=C(C)C)(C(C)=O)C(=O)OC(C)(C)C)S(=O)(=O)c1ccccc1. The result is 0 (inactive). (6) The drug is Cc1cc2nc3c(C(O)C(O)C(O)CO)nn(-c4ccc(F)cc4)c3nc2cc1C. The result is 0 (inactive).